From a dataset of Forward reaction prediction with 1.9M reactions from USPTO patents (1976-2016). Predict the product of the given reaction. (1) The product is: [Cl:8][C:3]1[C:2]([O:12][CH2:11][C:10]([F:14])([F:13])[F:9])=[CH:7][CH:6]=[CH:5][N:4]=1. Given the reactants N[C:2]1[C:3]([Cl:8])=[N:4][CH:5]=[CH:6][CH:7]=1.[F:9][C:10]([F:14])([F:13])[CH2:11][OH:12].CS(O)(=O)=O.N(OC(C)(C)C)=O.C(=O)(O)[O-].[Na+], predict the reaction product. (2) Given the reactants Br[C:2]1[CH:20]=[CH:19][C:5]([C:6]([NH:8][C:9]2[CH:14]=[CH:13][CH:12]=[C:11]([C:15]([CH3:18])([CH3:17])[CH3:16])[CH:10]=2)=[O:7])=[C:4]([F:21])[CH:3]=1.C(OC([N:29]1[CH2:34][CH2:33][NH:32][CH2:31][CH2:30]1)=O)(C)(C)C.C(C1C=C(NC(=O)C2C=CC(N3CCNCC3)=C(F)C=2)C=CC=1)(C)(C)C, predict the reaction product. The product is: [C:15]([C:11]1[CH:10]=[C:9]([NH:8][C:6](=[O:7])[C:5]2[CH:19]=[CH:20][C:2]([N:29]3[CH2:34][CH2:33][NH:32][CH2:31][CH2:30]3)=[CH:3][C:4]=2[F:21])[CH:14]=[CH:13][CH:12]=1)([CH3:18])([CH3:17])[CH3:16].